This data is from Full USPTO retrosynthesis dataset with 1.9M reactions from patents (1976-2016). The task is: Predict the reactants needed to synthesize the given product. (1) The reactants are: [F:1][C:2]1[C:7]([O:8][CH3:9])=[CH:6][C:5]([O:10][CH3:11])=[C:4]([F:12])[C:3]=1[N:13]1[CH2:18][C:17]2[CH:19]=[N:20][C:21]3[NH:25][CH:24]=[CH:23][C:22]=3[C:16]=2[N:15]([CH2:26][CH3:27])[C:14]1=[O:28].[H-].[Na+].[C:31]1([S:37](Cl)(=[O:39])=[O:38])[CH:36]=[CH:35][CH:34]=[CH:33][CH:32]=1. Given the product [F:12][C:4]1[C:5]([O:10][CH3:11])=[CH:6][C:7]([O:8][CH3:9])=[C:2]([F:1])[C:3]=1[N:13]1[CH2:18][C:17]2[CH:19]=[N:20][C:21]3[N:25]([S:37]([C:31]4[CH:36]=[CH:35][CH:34]=[CH:33][CH:32]=4)(=[O:39])=[O:38])[CH:24]=[CH:23][C:22]=3[C:16]=2[N:15]([CH2:26][CH3:27])[C:14]1=[O:28], predict the reactants needed to synthesize it. (2) Given the product [CH2:1]([O:8][CH2:9][C:10]1[O:11][CH:16]=[CH:17][N:13]=1)[C:2]1[CH:7]=[CH:6][CH:5]=[CH:4][CH:3]=1, predict the reactants needed to synthesize it. The reactants are: [CH2:1]([O:8][CH2:9][C:10](Cl)=[O:11])[C:2]1[CH:7]=[CH:6][CH:5]=[CH:4][CH:3]=1.[NH:13]1[CH:17]=[CH:16]N=N1.C(N(CC)CC)C. (3) Given the product [N:1]1([CH2:8][CH2:9][CH2:10][O:11][C:12]2[CH:13]=[CH:14][C:15]([CH2:18][CH2:19][N:20]3[CH2:21][CH2:22][N:23]([C:26]4[CH:27]=[CH:28][CH:29]=[C:30]5[C:35]=4[N:34]=[C:33](/[CH:36]=[CH:37]/[C:38]([OH:40])=[O:39])[CH:32]=[CH:31]5)[CH2:24][CH2:25]3)=[CH:16][CH:17]=2)[CH2:2][CH2:3][CH2:4][CH2:5][CH2:6][CH2:7]1.[CH:42]([OH:44])=[O:43], predict the reactants needed to synthesize it. The reactants are: [N:1]1([CH2:8][CH2:9][CH2:10][O:11][C:12]2[CH:17]=[CH:16][C:15]([CH2:18][CH2:19][N:20]3[CH2:25][CH2:24][N:23]([C:26]4[CH:27]=[CH:28][CH:29]=[C:30]5[C:35]=4[N:34]=[C:33]([CH:36]=[CH:37][C:38]([O:40]C)=[O:39])[CH:32]=[CH:31]5)[CH2:22][CH2:21]3)=[CH:14][CH:13]=2)[CH2:7][CH2:6][CH2:5][CH2:4][CH2:3][CH2:2]1.[CH:42]([OH:44])=[O:43].[OH-].[Na+]. (4) Given the product [Cl:10][C:11]1[CH:20]=[CH:19][C:18]2[C:13](=[CH:14][CH:15]=[CH:16][C:17]=2[N+:6]([O-:9])=[O:7])[N:12]=1, predict the reactants needed to synthesize it. The reactants are: S(=O)(=O)(O)O.[N+:6]([O-:9])(O)=[O:7].[Cl:10][C:11]1[CH:20]=[CH:19][C:18]2[C:13](=[CH:14][CH:15]=[CH:16][CH:17]=2)[N:12]=1. (5) Given the product [CH2:1]([N:3]([CH2:20][CH3:21])[CH2:4][CH2:5][NH:6][C:27](=[O:29])[C:26]1[CH:32]=[CH:33][C:23]([I:22])=[N:24][CH:25]=1)[CH3:2], predict the reactants needed to synthesize it. The reactants are: [CH2:1]([N:3]([CH2:20][CH3:21])[CH2:4][CH2:5][NH:6]C(C1C=CC2C(=CC=C(I)C=2)C=1)=O)[CH3:2].[I:22][C:23]1[CH:33]=[CH:32][C:26]([C:27]([O:29]CC)=O)=[CH:25][N:24]=1.ClCCl.C(O)C. (6) Given the product [C:4](=[O:1])([OH:6])[O-:5].[Mg+2:2].[C:4](=[O:1])([OH:6])[O-:5], predict the reactants needed to synthesize it. The reactants are: [OH-:1].[Mg+2:2].[OH-].[C:4](=[O:6])=[O:5]. (7) Given the product [ClH:86].[ClH:86].[CH2:60]([N:57]1[CH2:58][CH2:59][C:54]([S:62]([C:65]2[CH:70]=[CH:69][C:68]([C:71]3[CH:76]=[N:75][C:74]([CH2:77][CH2:78][C:79]([F:85])([F:84])[C:80]([F:83])([F:82])[F:81])=[CH:73][N:72]=3)=[CH:67][CH:66]=2)(=[O:64])=[O:63])([C:52]([NH:51][OH:50])=[O:53])[CH2:55][CH2:56]1)[CH3:61], predict the reactants needed to synthesize it. The reactants are: O1CCCCC1ONC(C1(S(C2C=CC(C3C=CC(CCC(F)(F)C(F)(F)F)=CC=3)=CC=2)(=O)=O)CCN(C2CC2)CC1)=O.O1CCCCC1[O:50][NH:51][C:52]([C:54]1([S:62]([C:65]2[CH:70]=[CH:69][C:68]([C:71]3[CH:76]=[N:75][C:74]([CH2:77][CH2:78][C:79]([F:85])([F:84])[C:80]([F:83])([F:82])[F:81])=[CH:73][N:72]=3)=[CH:67][CH:66]=2)(=[O:64])=[O:63])[CH2:59][CH2:58][N:57]([CH2:60][CH3:61])[CH2:56][CH2:55]1)=[O:53].[ClH:86]. (8) Given the product [Cl:16][C:11]1[CH:10]=[C:9]([NH:8][C:5]2[N:4]=[C:3]([N:17]3[C:21]([CH3:22])=[CH:20][C:19]([C:23]([F:26])([F:25])[F:24])=[N:18]3)[C:2]([C:33]3[CH:32]=[C:31]([C:29]([O:28][CH3:27])=[O:30])[C:36]([O:37][CH:38]4[CH2:42][CH2:41][N:40]([CH3:43])[CH2:39]4)=[N:35][CH:34]=3)=[CH:7][N:6]=2)[CH:14]=[CH:13][C:12]=1[F:15], predict the reactants needed to synthesize it. The reactants are: Br[C:2]1[C:3]([N:17]2[C:21]([CH3:22])=[CH:20][C:19]([C:23]([F:26])([F:25])[F:24])=[N:18]2)=[N:4][C:5]([NH:8][C:9]2[CH:14]=[CH:13][C:12]([F:15])=[C:11]([Cl:16])[CH:10]=2)=[N:6][CH:7]=1.[CH3:27][O:28][C:29]([C:31]1[CH:32]=[C:33](B(O)O)[CH:34]=[N:35][C:36]=1[O:37][CH:38]1[CH2:42][CH2:41][N:40]([CH3:43])[CH2:39]1)=[O:30].CC1(C)C(C)(C)OB(C2C=C(C([O-])=O)C=NC=2)O1.B(O)O.C(=O)([O-])[O-].[Na+].[Na+].